From a dataset of NCI-60 drug combinations with 297,098 pairs across 59 cell lines. Regression. Given two drug SMILES strings and cell line genomic features, predict the synergy score measuring deviation from expected non-interaction effect. (1) Drug 1: CC1=C(C=C(C=C1)NC2=NC=CC(=N2)N(C)C3=CC4=NN(C(=C4C=C3)C)C)S(=O)(=O)N.Cl. Drug 2: C1CC(=O)NC(=O)C1N2CC3=C(C2=O)C=CC=C3N. Cell line: UACC62. Synergy scores: CSS=0.0615, Synergy_ZIP=-1.16, Synergy_Bliss=-2.72, Synergy_Loewe=-2.60, Synergy_HSA=-2.47. (2) Drug 1: CCC1=C2CN3C(=CC4=C(C3=O)COC(=O)C4(CC)O)C2=NC5=C1C=C(C=C5)O. Drug 2: CCCCC(=O)OCC(=O)C1(CC(C2=C(C1)C(=C3C(=C2O)C(=O)C4=C(C3=O)C=CC=C4OC)O)OC5CC(C(C(O5)C)O)NC(=O)C(F)(F)F)O. Cell line: CAKI-1. Synergy scores: CSS=70.2, Synergy_ZIP=-0.154, Synergy_Bliss=-1.27, Synergy_Loewe=3.95, Synergy_HSA=4.52.